Dataset: Reaction yield outcomes from USPTO patents with 853,638 reactions. Task: Predict the reaction yield, written as a fraction of the theoretical maximum amount of product (1.0 means a 100% yield; for example, 0.34 means a 34% yield). The reactants are [F:1][C:2]1[CH:7]=[C:6]([F:8])[CH:5]=[CH:4][C:3]=1[CH:9]1[CH2:13][CH2:12][CH2:11][C:10]1=[O:14].[C:15](Cl)([N:17]=[C:18]=[O:19])=[O:16].C1(C)C=CC=CC=1. The catalyst is C(OCC)(=O)C. The product is [F:1][C:2]1[CH:7]=[C:6]([F:8])[CH:5]=[CH:4][C:3]=1[CH:9]1[C:10]2[O:14][C:18](=[O:19])[NH:17][C:15](=[O:16])[C:11]=2[CH2:12][CH2:13]1. The yield is 0.364.